From a dataset of Full USPTO retrosynthesis dataset with 1.9M reactions from patents (1976-2016). Predict the reactants needed to synthesize the given product. (1) Given the product [Br:15][C:16]1[CH:23]=[CH:22][C:19]([C:20]2[NH:1][N:2]=[C:3]([C:5]3[CH:10]=[CH:9][C:8]([C:11]([F:12])([F:13])[F:14])=[CH:7][N:6]=3)[N:4]=2)=[C:18]([F:24])[CH:17]=1, predict the reactants needed to synthesize it. The reactants are: [NH2:1][NH:2][C:3]([C:5]1[CH:10]=[CH:9][C:8]([C:11]([F:14])([F:13])[F:12])=[CH:7][N:6]=1)=[NH:4].[Br:15][C:16]1[CH:23]=[CH:22][C:19]([CH:20]=O)=[C:18]([F:24])[CH:17]=1. (2) Given the product [Br:1][C:2]1[CH:3]=[C:4]2[C:8](=[CH:9][CH:10]=1)[NH:7][CH:6]=[C:5]2[CH:19]=[O:20], predict the reactants needed to synthesize it. The reactants are: [Br:1][C:2]1[CH:3]=[C:4]2[C:8](=[CH:9][CH:10]=1)[NH:7][CH:6]=[CH:5]2.P(Cl)(Cl)(Cl)=O.CN([CH:19]=[O:20])C. (3) The reactants are: [CH2:1]([O:8][C:9]([N:11]1[CH2:19][C:18]2[C:13](=[CH:14][CH:15]=[C:16]([CH2:20][OH:21])[CH:17]=2)[CH2:12]1)=[O:10])[C:2]1[CH:7]=[CH:6][CH:5]=[CH:4][CH:3]=1.CCN(CC)CC.[CH3:29][S:30](Cl)(=[O:32])=[O:31].C([O-])(O)=O.[Na+]. Given the product [CH2:1]([O:8][C:9]([N:11]1[CH2:19][C:18]2[C:13](=[CH:14][CH:15]=[C:16]([CH2:20][O:21][S:30]([CH3:29])(=[O:32])=[O:31])[CH:17]=2)[CH2:12]1)=[O:10])[C:2]1[CH:7]=[CH:6][CH:5]=[CH:4][CH:3]=1, predict the reactants needed to synthesize it.